From a dataset of Experimentally validated miRNA-target interactions with 360,000+ pairs, plus equal number of negative samples. Binary Classification. Given a miRNA mature sequence and a target amino acid sequence, predict their likelihood of interaction. The miRNA is mmu-miR-425-5p with sequence AAUGACACGAUCACUCCCGUUGA. The protein sequence of the target gene is MASALNSKIHPPGTCASSKADARGGSGWRMDCDPEMHVKMCKKIAQLTKVIYALNTRQDEVEVSVESIREAHQEDLQDTGAETRTRLPQEQSRTSEDAETLLKRIQTLENALELQKRLTQEALAESASCKLETKERELRVEAEHAERVLILSKEMLELKADYEKRLQLLTSHEGPQWGQLSQESPDATAESSQRPEMHQVLLEVERLRAENKQLSQDYARKAEELQATYERENEAIRQAMQQSVSEALWQWQEKESGLRKNFQVQESALQAQVRKLEGDLEHRGRKISDLKKYAQKLKER.... Result: 1 (interaction).